This data is from Forward reaction prediction with 1.9M reactions from USPTO patents (1976-2016). The task is: Predict the product of the given reaction. (1) Given the reactants [Cl:1][C:2]1[S:3][C:4]2[CH2:10][CH2:9][CH2:8][C:7](=O)[C:5]=2[CH:6]=1.C([SiH](CC)CC)C.O, predict the reaction product. The product is: [Cl:1][C:2]1[S:3][C:4]2[CH2:10][CH2:9][CH2:8][CH2:7][C:5]=2[CH:6]=1. (2) The product is: [F:1][C:2]1[CH:7]=[CH:6][C:5]([CH:8]([OH:29])[CH:9]([CH2:15][C:16]2[CH:21]=[CH:20][CH:19]=[C:18]([O:22][C:23]([F:27])([F:28])[CH:24]([F:25])[F:26])[N:17]=2)[C:10]([OH:12])=[O:11])=[CH:4][CH:3]=1. Given the reactants [F:1][C:2]1[CH:7]=[CH:6][C:5]([CH:8]([OH:29])[CH:9]([CH2:15][C:16]2[CH:21]=[CH:20][CH:19]=[C:18]([O:22][C:23]([F:28])([F:27])[CH:24]([F:26])[F:25])[N:17]=2)[C:10]([O:12]CC)=[O:11])=[CH:4][CH:3]=1.[OH-].[Na+].Cl.C(=O)([O-])O.[Na+], predict the reaction product. (3) Given the reactants [CH3:1][C:2]1[CH:11]=[CH:10][C:9]([N:12]2[CH2:17][CH2:16][N:15]([CH3:18])[CH2:14][CH2:13]2)=[C:8]2[C:3]=1[CH2:4][CH2:5][C@@H:6]([NH:19][C:20](=[O:33])[C:21]1[CH:26]=[CH:25][C:24]([N:27]3[CH2:32][CH2:31][O:30][CH2:29][CH2:28]3)=[CH:23][CH:22]=1)[CH2:7]2.[C:34]([OH:41])(=[O:40])/[CH:35]=[CH:36]\[C:37]([OH:39])=[O:38].C(OCC)C, predict the reaction product. The product is: [C:34]([OH:41])(=[O:40])/[CH:35]=[CH:36]\[C:37]([OH:39])=[O:38].[CH3:1][C:2]1[CH:11]=[CH:10][C:9]([N:12]2[CH2:17][CH2:16][N:15]([CH3:18])[CH2:14][CH2:13]2)=[C:8]2[C:3]=1[CH2:4][CH2:5][C@@H:6]([NH:19][C:20](=[O:33])[C:21]1[CH:26]=[CH:25][C:24]([N:27]3[CH2:32][CH2:31][O:30][CH2:29][CH2:28]3)=[CH:23][CH:22]=1)[CH2:7]2. (4) Given the reactants [F:1][C:2]1[CH:7]=[CH:6][C:5]([C:8]2(/[CH:14]=[CH:15]/[CH2:16]O)[CH2:13][CH2:12][CH2:11][CH2:10][CH2:9]2)=[CH:4][CH:3]=1.C1(P(C2C=CC=CC=2)C2C=CC=CC=2)C=CC=CC=1.[N:37]([C:44](OCC)=O)=NC(OCC)=O.OC(C)(C)C#N, predict the reaction product. The product is: [F:1][C:2]1[CH:7]=[CH:6][C:5]([C:8]2(/[CH:14]=[CH:15]/[CH2:16][C:44]#[N:37])[CH2:13][CH2:12][CH2:11][CH2:10][CH2:9]2)=[CH:4][CH:3]=1. (5) Given the reactants [NH2:1][C:2]1[CH:7]=[CH:6][C:5](Br)=[C:4]([C:9]([O:11][CH3:12])=[O:10])[N:3]=1.NCCCN.[I-:18].[Na+].[CH2:20](O)[CH2:21][CH2:22][CH2:23]C, predict the reaction product. The product is: [NH2:1][C:2]1[CH:7]=[CH:6][C:5]([I:18])=[C:4]([C:9]([O:11][CH2:12][CH2:20][CH2:21][CH2:22][CH3:23])=[O:10])[N:3]=1. (6) Given the reactants Br[C:2]1[CH:3]=[C:4]([N:9]2[CH2:14][CH2:13][O:12][CH2:11][CH2:10]2)[C:5]([F:8])=[N:6][CH:7]=1.[CH3:15][C:16]1[N:21]=[CH:20][C:19]([NH2:22])=[CH:18][C:17]=1B1OC(C)(C)C(C)(C)O1, predict the reaction product. The product is: [F:8][C:5]1[N:6]=[CH:7][C:2]([C:17]2[C:16]([CH3:15])=[N:21][CH:20]=[C:19]([NH2:22])[CH:18]=2)=[CH:3][C:4]=1[N:9]1[CH2:14][CH2:13][O:12][CH2:11][CH2:10]1. (7) Given the reactants [CH2:1]([C@@H:8]1[O:13][CH2:12][CH2:11][N:10]([CH2:14][C@H:15]([O:20][C:21](=[O:30])[NH:22][C:23]2[CH:28]=[CH:27][C:26]([Cl:29])=[CH:25][CH:24]=2)[C:16]([F:19])([F:18])[F:17])[CH2:9]1)[C:2]1[CH:7]=[CH:6][CH:5]=[CH:4][CH:3]=1.Cl.CCCCCC, predict the reaction product. The product is: [ClH:29].[CH2:1]([C@@H:8]1[O:13][CH2:12][CH2:11][N:10]([CH2:14][C@H:15]([O:20][C:21](=[O:30])[NH:22][C:23]2[CH:24]=[CH:25][C:26]([Cl:29])=[CH:27][CH:28]=2)[C:16]([F:17])([F:18])[F:19])[CH2:9]1)[C:2]1[CH:3]=[CH:4][CH:5]=[CH:6][CH:7]=1.